From a dataset of Catalyst prediction with 721,799 reactions and 888 catalyst types from USPTO. Predict which catalyst facilitates the given reaction. Reactant: I([O-])(=O)(=O)=[O:2].[Na+].[OH:7][CH2:8][CH2:9][C@@H:10]([NH:15][C:16](=[O:22])[O:17][C:18]([CH3:21])([CH3:20])[CH3:19])[CH2:11][CH2:12][S:13][CH3:14]. Product: [OH:7][CH2:8][CH2:9][C@@H:10]([NH:15][C:16](=[O:22])[O:17][C:18]([CH3:19])([CH3:21])[CH3:20])[CH2:11][CH2:12][S:13]([CH3:14])=[O:2]. The catalyst class is: 72.